From a dataset of Reaction yield outcomes from USPTO patents with 853,638 reactions. Predict the reaction yield, written as a fraction of the theoretical maximum amount of product (1.0 means a 100% yield; for example, 0.34 means a 34% yield). (1) The reactants are [Cl:1][C:2]1[CH:3]=[C:4]([CH2:20][C:21]([O:23]CC)=[O:22])[CH:5]=[CH:6][C:7]=1[NH:8][C:9]([N:11]1[C:19]2[C:14](=[CH:15][CH:16]=[CH:17][CH:18]=2)[CH2:13][CH2:12]1)=[O:10].[OH-].[Na+].C1COCC1. The catalyst is Cl. The product is [Cl:1][C:2]1[CH:3]=[C:4]([CH2:20][C:21]([OH:23])=[O:22])[CH:5]=[CH:6][C:7]=1[NH:8][C:9]([N:11]1[C:19]2[C:14](=[CH:15][CH:16]=[CH:17][CH:18]=2)[CH2:13][CH2:12]1)=[O:10]. The yield is 0.600. (2) The reactants are C[O:2][C:3](=[O:33])[C:4]1[CH:9]=[C:8]([Cl:10])[C:7]([O:11][CH3:12])=[CH:6][C:5]=1[O:13][CH2:14][CH2:15][CH2:16][N:17]1[CH2:22][CH2:21][C:20]([C:24]2[CH:29]=[CH:28][C:27]([Cl:30])=[CH:26][CH:25]=2)([OH:23])[C:19]([CH3:32])([CH3:31])[CH2:18]1.[Li+].[OH-]. The catalyst is C1COCC1.O. The product is [Cl:10][C:8]1[C:7]([O:11][CH3:12])=[CH:6][C:5]([O:13][CH2:14][CH2:15][CH2:16][N:17]2[CH2:22][CH2:21][C:20]([C:24]3[CH:25]=[CH:26][C:27]([Cl:30])=[CH:28][CH:29]=3)([OH:23])[C:19]([CH3:32])([CH3:31])[CH2:18]2)=[C:4]([CH:9]=1)[C:3]([OH:33])=[O:2]. The yield is 0.967. (3) The product is [C@@H:13]12[N:8]([C:6]([O:5][C:1]([CH3:4])([CH3:2])[CH3:3])=[O:7])[C@@H:9]([CH2:15][CH2:14]1)[CH2:10][CH:11]([C:16]([O:18][CH3:19])=[O:17])[CH2:12]2. The reactants are [C:1]([O:5][C:6]([N:8]1[C@H:13]2[CH2:14][CH2:15][C@@H:9]1[CH2:10][CH:11]([C:16]([OH:18])=[O:17])[CH2:12]2)=[O:7])([CH3:4])([CH3:3])[CH3:2].[C:19](=O)([O-])[O-].[K+].[K+].CI. The yield is 0.920. The catalyst is CN(C)C=O.C(OCC)(=O)C.